This data is from Forward reaction prediction with 1.9M reactions from USPTO patents (1976-2016). The task is: Predict the product of the given reaction. (1) Given the reactants Cl[C:2]1[N:3]=[C:4]([N:22]2[CH2:27][CH2:26][O:25][CH2:24][CH2:23]2)[C:5]2[S:10][C:9]([CH2:11][N:12]3[CH2:17][CH2:16][CH:15]([C:18]([OH:21])([CH3:20])[CH3:19])[CH2:14][CH2:13]3)=[N:8][C:6]=2[N:7]=1.[CH2:28]([C:30]1[NH:34][C:33]2[CH:35]=[CH:36][CH:37]=[CH:38][C:32]=2[N:31]=1)[CH3:29].CC(C1C=C(C(C)C)C(C2C=CC=CC=2P(C2CCCCC2)C2CCCCC2)=C(C(C)C)C=1)C.C(=O)([O-])[O-].[Cs+].[Cs+], predict the reaction product. The product is: [CH2:28]([C:30]1[N:31]([C:2]2[N:3]=[C:4]([N:22]3[CH2:27][CH2:26][O:25][CH2:24][CH2:23]3)[C:5]3[S:10][C:9]([CH2:11][N:12]4[CH2:17][CH2:16][CH:15]([C:18]([OH:21])([CH3:20])[CH3:19])[CH2:14][CH2:13]4)=[N:8][C:6]=3[N:7]=2)[C:32]2[CH:38]=[CH:37][CH:36]=[CH:35][C:33]=2[N:34]=1)[CH3:29]. (2) Given the reactants [Cl:1][C:2]1[CH:10]=[C:9]2[C:5]([C@@H:6]([C:12]3[CH:17]=[CH:16][CH:15]=[CH:14][CH:13]=3)[CH2:7][C@H:8]2[OH:11])=[CH:4][CH:3]=1.C(OC=C)(=O)CCC, predict the reaction product. The product is: [Cl:1][C:2]1[CH:10]=[C:9]2[C:5]([C@H:6]([C:12]3[CH:13]=[CH:14][CH:15]=[CH:16][CH:17]=3)[CH2:7][C@@H:8]2[OH:11])=[CH:4][CH:3]=1. (3) Given the reactants C(OC([NH:11][C@H:12]1[CH2:17][CH2:16][CH2:15][CH2:14][C@@:13]1([CH2:22][CH3:23])[C:18]([O:20][CH3:21])=[O:19])=O)C1C=CC=CC=1, predict the reaction product. The product is: [NH2:11][C@H:12]1[CH2:17][CH2:16][CH2:15][CH2:14][C@@:13]1([CH2:22][CH3:23])[C:18]([O:20][CH3:21])=[O:19]. (4) Given the reactants [CH3:1][C:2]1[N:7]([CH2:8][CH2:9][C:10]2[CH:18]=[CH:17][C:13]([C:14]([OH:16])=[O:15])=[CH:12][CH:11]=2)[C:6](=[O:19])[CH:5]=[C:4](OS(C(F)(F)F)(=O)=O)[CH:3]=1.[CH:28]1(OB(O)O)[CH2:30][CH2:29]1.[C:35](=O)([O-])[O-].[K+].[K+], predict the reaction product. The product is: [CH:28]1([C:4]2[CH:3]=[C:2]([CH3:1])[N:7]([CH2:8][CH2:9][C:10]3[CH:18]=[CH:17][C:13]([C:14]([O:16][CH3:35])=[O:15])=[CH:12][CH:11]=3)[C:6](=[O:19])[CH:5]=2)[CH2:30][CH2:29]1.